Dataset: Full USPTO retrosynthesis dataset with 1.9M reactions from patents (1976-2016). Task: Predict the reactants needed to synthesize the given product. (1) Given the product [Si:1]([O:8][C@H:9]1[CH2:12][N:11]([C:20]2[CH:21]=[N:22][CH:23]=[C:18]([Cl:17])[N:19]=2)[C@@H:10]1[C:13]([O:15][CH3:16])=[O:14])([C:4]([CH3:7])([CH3:6])[CH3:5])([CH3:2])[CH3:3], predict the reactants needed to synthesize it. The reactants are: [Si:1]([O:8][C@H:9]1[CH2:12][NH:11][C@@H:10]1[C:13]([O:15][CH3:16])=[O:14])([C:4]([CH3:7])([CH3:6])[CH3:5])([CH3:3])[CH3:2].[Cl:17][C:18]1[CH:23]=[N:22][CH:21]=[C:20](Cl)[N:19]=1.CCN(C(C)C)C(C)C.C1N2CCN(CC2)C1. (2) Given the product [Br:1][C:2]1[CH:3]=[C:4]2[C:9](=[CH:10][CH:11]=1)[NH:8][C:7](=[O:12])[CH:6]=[C:5]2[NH:21][CH2:14][C:15]1[CH:20]=[CH:19][CH:18]=[CH:17][CH:16]=1, predict the reactants needed to synthesize it. The reactants are: [Br:1][C:2]1[CH:3]=[C:4]2[C:9](=[CH:10][CH:11]=1)[NH:8][C:7](=[O:12])[CH:6]=[C:5]2O.[CH2:14]([NH2:21])[C:15]1[CH:20]=[CH:19][CH:18]=[CH:17][CH:16]=1. (3) Given the product [ClH:5].[NH2:1][C:2]1[S:3][CH:6]=[C:7]([C:8](=[O:10])[CH3:9])[N:4]=1, predict the reactants needed to synthesize it. The reactants are: [NH2:1][C:2]([NH2:4])=[S:3].[Cl:5][CH2:6][C:7](=O)[C:8](=[O:10])[CH3:9]. (4) The reactants are: [CH2:1]([NH:4][C:5]1[C:14]2[C:9](=[CH:10][CH:11]=[C:12]([N+:15]([O-:17])=[O:16])[CH:13]=2)[N:8]=[C:7](Cl)[N:6]=1)[CH:2]=[CH2:3].[CH2:19]([NH2:22])[CH2:20][CH3:21]. Given the product [CH2:1]([NH:4][C:5]1[C:14]2[C:9](=[CH:10][CH:11]=[C:12]([N+:15]([O-:17])=[O:16])[CH:13]=2)[N:8]=[C:7]([NH:22][CH2:19][CH2:20][CH3:21])[N:6]=1)[CH:2]=[CH2:3], predict the reactants needed to synthesize it. (5) The reactants are: Cl.[NH2:2][C@H:3]1[C@H:8]2[CH2:9][C@H:5]([CH2:6][CH2:7]2)[C@H:4]1[C:10]([O:12][CH3:13])=[O:11].C([O-])(=O)C.[Na+].[F:19][C:20]1[CH:27]=[CH:26][C:23]([CH:24]=O)=[CH:22][C:21]=1[CH3:28].C([BH3-])#N.[Na+].C(=O)(O)[O-].[Na+]. Given the product [F:19][C:20]1[CH:27]=[CH:26][C:23]([CH2:24][NH:2][C@H:3]2[C@H:8]3[CH2:9][C@H:5]([CH2:6][CH2:7]3)[C@H:4]2[C:10]([O:12][CH3:13])=[O:11])=[CH:22][C:21]=1[CH3:28], predict the reactants needed to synthesize it. (6) The reactants are: [NH:1]1[C:5]2=[N:6][CH:7]=[CH:8][C:9]([C:10]3[O:14][C:13]([CH2:15][NH2:16])=[N:12][N:11]=3)=[C:4]2[CH:3]=[CH:2]1.[OH:17][C:18]1[CH:26]=[C:25]([OH:27])[CH:24]=[CH:23][C:19]=1[C:20](O)=[O:21].CN1CCOCC1.O.ON1C2C=CC=CC=2N=N1. Given the product [NH:1]1[C:5]2=[N:6][CH:7]=[CH:8][C:9]([C:10]3[O:14][C:13]([CH2:15][NH:16][C:20](=[O:21])[C:19]4[CH:23]=[CH:24][C:25]([OH:27])=[CH:26][C:18]=4[OH:17])=[N:12][N:11]=3)=[C:4]2[CH:3]=[CH:2]1, predict the reactants needed to synthesize it. (7) Given the product [CH3:1][O:2][C:3]1[CH:4]=[C:5]([C:9]2[N:10]([CH3:25])[C:11]3[C:12]([N:23]=2)=[N:13][CH:14]=[C:15]([C:17]2[CH:18]=[CH:19][CH:20]=[CH:21][CH:22]=2)[CH:16]=3)[CH:6]=[CH:7][CH:8]=1, predict the reactants needed to synthesize it. The reactants are: [CH3:1][O:2][C:3]1[CH:4]=[C:5]([C:9]2[NH:10][C:11]3[C:12]([N:23]=2)=[N:13][CH:14]=[C:15]([C:17]2[CH:22]=[CH:21][CH:20]=[CH:19][CH:18]=2)[CH:16]=3)[CH:6]=[CH:7][CH:8]=1.[B].[C:25](N=P1(N(CC)CC)N(C)CCCN1C)(C)(C)C.IC.